From a dataset of Reaction yield outcomes from USPTO patents with 853,638 reactions. Predict the reaction yield, written as a fraction of the theoretical maximum amount of product (1.0 means a 100% yield; for example, 0.34 means a 34% yield). (1) The reactants are [S:1]1(=[O:13])(=[O:12])[C:7]2[CH:8]=[CH:9][CH:10]=[CH:11][C:6]=2[CH2:5][CH2:4][CH2:3][CH2:2]1.[CH3:14][NH:15][CH3:16]. No catalyst specified. The product is [CH3:14][N:15]([CH3:16])[C:10]1[CH:9]=[CH:8][C:7]2[S:1](=[O:12])(=[O:13])[CH2:2][CH2:3][CH2:4][CH2:5][C:6]=2[CH:11]=1. The yield is 0.905. (2) The reactants are [CH2:1]([N:8]1[CH2:12][CH:11]([NH2:13])[CH2:10][CH2:9]1)[C:2]1[CH:7]=[CH:6][CH:5]=[CH:4][CH:3]=1.C(O)(C)(C)C.[C:19]([O:23][C:24](OC([O-])=O)=[O:25])([CH3:22])([CH3:21])[CH3:20]. The catalyst is [OH-].[Na+]. The product is [C:19]([O:23][C:24](=[O:25])[NH:13][CH:11]1[CH2:10][CH2:9][N:8]([CH2:1][C:2]2[CH:3]=[CH:4][CH:5]=[CH:6][CH:7]=2)[CH2:12]1)([CH3:22])([CH3:21])[CH3:20]. The yield is 0.970. (3) The reactants are [CH3:1][CH:2]([CH3:5])[CH2:3][OH:4].[F:6][C:7]1[CH:12]=[C:11]([N+:13]([O-:15])=[O:14])[C:10](F)=[CH:9][C:8]=1[CH3:17].[F:18][C:19]1[C:20]([CH3:31])=[CH:21][C:22]([O:26][CH2:27][CH:28]([CH3:30])[CH3:29])=[C:23]([CH:25]=1)[NH2:24].[NH2:32][C:33]1[S:34][CH:35]=[CH:36][N:37]=1. No catalyst specified. The product is [F:6][C:7]1[CH:12]=[C:11]([N+:13]([O-:15])=[O:14])[C:10]([O:4][CH2:3][CH:2]([CH3:5])[CH3:1])=[CH:9][C:8]=1[CH3:17].[F:18][C:19]1[C:20]([CH3:31])=[CH:21][C:22]([O:26][CH2:27][CH:28]([CH3:29])[CH3:30])=[C:23]([NH:24][C:3]([NH:32][C:33]2[S:34][CH:35]=[CH:36][N:37]=2)=[O:4])[CH:25]=1. The yield is 0.650. (4) The reactants are [Na].O=C1O[C@H]([C@H](CO)O)C(O)=C1O.[CH2:14]1[C:22]2[C:17](=[CH:18][CH:19]=[CH:20][CH:21]=2)[CH2:16][CH:15]1[NH:23][C:24]1[N:25]=[CH:26][C:27]2[CH2:33][N:32]([C:34](=[O:41])[CH2:35][CH2:36][O:37][CH2:38][C:39]#[CH:40])[CH2:31][CH2:30][C:28]=2[N:29]=1.[N:42]([Si](C)(C)C)=[N+:43]=[N-:44]. The catalyst is CN(C)C=O.O.C(OCC)(=O)C.O.O.O.O.O.S([O-])([O-])(=O)=O.[Cu+2]. The product is [CH2:14]1[C:22]2[C:17](=[CH:18][CH:19]=[CH:20][CH:21]=2)[CH2:16][CH:15]1[NH:23][C:24]1[N:25]=[CH:26][C:27]2[CH2:33][N:32]([C:34](=[O:41])[CH2:35][CH2:36][O:37][CH2:38][C:39]3[N:42]=[N:43][NH:44][CH:40]=3)[CH2:31][CH2:30][C:28]=2[N:29]=1. The yield is 0.440. (5) The product is [O:21]([C:28]1[CH:29]=[CH:30][C:31]([NH:32][N:15]=[C:16]2[C:17]([NH2:18])=[N:42][N:41]=[C:19]2[NH2:20])=[CH:33][CH:34]=1)[C:22]1[CH:23]=[CH:24][CH:25]=[CH:26][CH:27]=1. No catalyst specified. The reactants are O(C1C=CC(N[N:15]=[C:16]([C:19]#[N:20])[C:17]#[N:18])=CC=1)C1C=CC=CC=1.[O:21]([C:28]1[CH:34]=[CH:33][C:31]([NH2:32])=[CH:30][CH:29]=1)[C:22]1[CH:27]=[CH:26][CH:25]=[CH:24][CH:23]=1.C(#N)CC#N.O.[NH2:41][NH2:42]. The yield is 0.610. (6) The reactants are [CH2:1]([O:8][C@H:9]1[C@H:14]([O:15][CH2:16][C:17]2[CH:22]=[CH:21][CH:20]=[CH:19][CH:18]=2)[C@@H:13]([CH2:23][O:24][CH2:25][C:26]2[CH:31]=[CH:30][CH:29]=[CH:28][CH:27]=2)[O:12][CH:11]=[CH:10]1)[C:2]1[CH:7]=[CH:6][CH:5]=[CH:4][CH:3]=1.[C:32]([O-:35])(O)=O.[Na+].[OH:37]OS([O-])=O.[K+].C(Cl)Cl.[CH3:46][C:47](C)=O. The catalyst is O. The product is [CH2:1]([O:8][C@H:9]1[C@H:14]([O:15][CH2:16][C:17]2[CH:18]=[CH:19][CH:20]=[CH:21][CH:22]=2)[C@@H:13]([CH2:23][O:24][CH2:25][C:26]2[CH:31]=[CH:30][CH:29]=[CH:28][CH:27]=2)[O:12][C@@H:11]([O:35][CH2:32][CH:46]=[CH2:47])[C@@H:10]1[OH:37])[C:2]1[CH:3]=[CH:4][CH:5]=[CH:6][CH:7]=1. The yield is 0.500.